From a dataset of Catalyst prediction with 721,799 reactions and 888 catalyst types from USPTO. Predict which catalyst facilitates the given reaction. (1) Reactant: [OH:1][C:2]1[N:3]=[CH:4][C:5]2[C:10]([CH:11]=1)=[CH:9][CH:8]=[CH:7][CH:6]=2.C(N(CC)CC)C.[F:19][C:20]([F:33])([F:32])[S:21](O[S:21]([C:20]([F:33])([F:32])[F:19])(=[O:23])=[O:22])(=[O:23])=[O:22]. Product: [CH:4]1[C:5]2[C:10](=[CH:9][CH:8]=[CH:7][CH:6]=2)[CH:11]=[C:2]([O:1][S:21]([C:20]([F:33])([F:32])[F:19])(=[O:23])=[O:22])[N:3]=1. The catalyst class is: 2. (2) Reactant: [Cl:1][C:2]1[CH:3]=[CH:4][C:5]([O:23][CH2:24][C:25]2[CH:30]=[CH:29][CH:28]=[CH:27][CH:26]=2)=[C:6]([CH2:8][N:9]2[C:13]([CH3:14])=[CH:12][C:11]([C:15](/[N:17]=[C:18](/[N:20](C)C)\[CH3:19])=O)=[N:10]2)[CH:7]=1.O1CCOCC1.O.[NH2:38]N. Product: [Cl:1][C:2]1[CH:3]=[CH:4][C:5]([O:23][CH2:24][C:25]2[CH:26]=[CH:27][CH:28]=[CH:29][CH:30]=2)=[C:6]([CH2:8][N:9]2[C:13]([CH3:14])=[CH:12][C:11]([C:15]3[N:17]=[C:18]([CH3:19])[NH:20][N:38]=3)=[N:10]2)[CH:7]=1. The catalyst class is: 15.